This data is from Forward reaction prediction with 1.9M reactions from USPTO patents (1976-2016). The task is: Predict the product of the given reaction. (1) Given the reactants [CH2:1]([NH:3][C:4]([NH:6][C:7]1[CH:12]=[CH:11][C:10]([C:13]2[N:14]=[C:15]([N:23]3[CH2:28][CH2:27][O:26][CH2:25][CH2:24]3)[C:16]3[CH2:22][CH2:21][NH:20][CH2:19][C:17]=3[N:18]=2)=[CH:9][CH:8]=1)=[O:5])[CH3:2].[Cl:29][C:30]1[CH:35]=[N:34][C:33](Cl)=[CH:32][N:31]=1.CN(C)C=O.C(N(CC)C(C)C)(C)C, predict the reaction product. The product is: [Cl:29][C:30]1[N:31]=[CH:32][C:33]([N:20]2[CH2:21][CH2:22][C:16]3[C:15]([N:23]4[CH2:24][CH2:25][O:26][CH2:27][CH2:28]4)=[N:14][C:13]([C:10]4[CH:9]=[CH:8][C:7]([NH:6][C:4]([NH:3][CH2:1][CH3:2])=[O:5])=[CH:12][CH:11]=4)=[N:18][C:17]=3[CH2:19]2)=[N:34][CH:35]=1. (2) Given the reactants CC1C=CC(S(O[CH2:12][C:13]2[N:18]=[C:17]([N:19]3[CH2:23][CH2:22][CH2:21][CH:20]3[C:24]3[O:28][N:27]=[C:26]([C:29]4[CH:34]=[CH:33][CH:32]=[CH:31][N:30]=4)[CH:25]=3)[N:16]=[C:15]([NH:35][CH:36]3[CH:40]=[C:39]([CH3:41])[NH:38][N:37]3S(C3C=CC(C)=CC=3)(=O)=O)[CH:14]=2)(=O)=O)=CC=1.[CH3:52][N:53]1[CH2:58][CH2:57][NH:56][CH2:55][CH2:54]1, predict the reaction product. The product is: [CH3:52][N:53]1[CH2:58][CH2:57][N:56]([CH2:12][C:13]2[N:18]=[C:17]([N:19]3[CH2:23][CH2:22][CH2:21][CH:20]3[C:24]3[O:28][N:27]=[C:26]([C:29]4[CH:34]=[CH:33][CH:32]=[CH:31][N:30]=4)[CH:25]=3)[N:16]=[C:15]([NH:35][C:36]3[CH:40]=[C:39]([CH3:41])[NH:38][N:37]=3)[CH:14]=2)[CH2:55][CH2:54]1. (3) Given the reactants Br[C:2]1[S:3][C:4]([C:12]([F:15])([F:14])[F:13])=[C:5]([C:7]([NH:9][CH2:10][CH3:11])=[O:8])[N:6]=1.[NH3:16], predict the reaction product. The product is: [NH2:16][C:2]1[S:3][C:4]([C:12]([F:15])([F:14])[F:13])=[C:5]([C:7]([NH:9][CH2:10][CH3:11])=[O:8])[N:6]=1.